From a dataset of Forward reaction prediction with 1.9M reactions from USPTO patents (1976-2016). Predict the product of the given reaction. (1) The product is: [Cl:1][C:2]1[CH:7]=[C:6]([Cl:8])[CH:5]=[CH:4][C:3]=1[C:9]1[NH:31][C:16](=[O:17])[C:15]2[N:11]([N:12]=[C:13]([C:21]([O:23][CH2:24][CH3:25])=[O:22])[CH:14]=2)[CH:10]=1. Given the reactants [Cl:1][C:2]1[CH:7]=[C:6]([Cl:8])[CH:5]=[CH:4][C:3]=1[C:9](=O)[CH2:10][N:11]1[C:15]([C:16](OCC)=[O:17])=[CH:14][C:13]([C:21]([O:23][CH2:24][CH3:25])=[O:22])=[N:12]1.C([O-])(=O)C.[NH4+:31].C(=O)([O-])[O-].[Na+].[Na+], predict the reaction product. (2) The product is: [Cl:21][C:2]([F:13])([F:1])[C:3]([CH:5]1[CH2:6][CH2:7][CH2:8][CH2:9][C:10]1=[O:11])=[O:4]. Given the reactants [F:1][C:2]([F:13])(F)[C:3]([CH:5]1[C:10](=[O:11])[CH2:9][CH:8]2[CH:6]1[CH2:7]2)=[O:4].C1(=O)CCCCC1.[Cl:21]C(F)(F)C(OCC)=O, predict the reaction product. (3) Given the reactants [F:1][C:2]1[CH:12]=[C:11]([NH:13][C:14]([C:16]2[CH:25]=[CH:24][C:23]3[C:22]([CH3:27])([CH3:26])[CH2:21][CH:20]=[C:19]([C:28]4[CH:33]=[CH:32][C:31]([CH3:34])=[CH:30][CH:29]=4)[C:18]=3[CH:17]=2)=[S:15])[CH:10]=[CH:9][C:3]=1[C:4]([O:6]CC)=[O:5].[OH-].[Na+].O.CCOC(C)=O, predict the reaction product. The product is: [F:1][C:2]1[CH:12]=[C:11]([NH:13][C:14]([C:16]2[CH:25]=[CH:24][C:23]3[C:22]([CH3:27])([CH3:26])[CH2:21][CH:20]=[C:19]([C:28]4[CH:29]=[CH:30][C:31]([CH3:34])=[CH:32][CH:33]=4)[C:18]=3[CH:17]=2)=[S:15])[CH:10]=[CH:9][C:3]=1[C:4]([OH:6])=[O:5]. (4) Given the reactants [CH3:1][O:2][C:3]1[CH:8]=[C:7]([O:9][CH3:10])[N:6]=[C:5]([N:11]2[C:20](=[O:21])[C:19]3[C:14](=[CH:15][C:16]([C:22]([OH:24])=O)=[CH:17][CH:18]=3)[NH:13][C:12]2=[S:25])[N:4]=1.[CH3:26][N:27](C(ON1N=NC2C=CC=NC1=2)=[N+](C)C)C.F[P-](F)(F)(F)(F)F.CCN(C(C)C)C(C)C.CN.O1CCCC1, predict the reaction product. The product is: [CH3:10][O:9][C:7]1[CH:8]=[C:3]([O:2][CH3:1])[N:4]=[C:5]([N:11]2[C:20](=[O:21])[C:19]3[C:14](=[CH:15][C:16]([C:22]([NH:27][CH3:26])=[O:24])=[CH:17][CH:18]=3)[NH:13][C:12]2=[S:25])[N:6]=1. (5) Given the reactants ClCl.Cl[C:4]1[C:5]2[CH2:21][CH2:20][CH2:19][C:6]=2[N:7]=[C:8]([C:10]2[CH:15]=[CH:14][C:13]([O:16][CH3:17])=[C:12]([Cl:18])[CH:11]=2)[N:9]=1.[CH3:22][O:23][C:24](=[O:35])[CH2:25][C:26]1[CH:27]=[C:28]2[C:32](=[CH:33][CH:34]=1)[NH:31][CH2:30][CH2:29]2, predict the reaction product. The product is: [CH3:22][O:23][C:24](=[O:35])[CH2:25][C:26]1[CH:27]=[C:28]2[C:32](=[CH:33][CH:34]=1)[N:31]([C:4]1[C:5]3[CH2:21][CH2:20][CH2:19][C:6]=3[N:7]=[C:8]([C:10]3[CH:15]=[CH:14][C:13]([O:16][CH3:17])=[C:12]([Cl:18])[CH:11]=3)[N:9]=1)[CH2:30][CH2:29]2. (6) Given the reactants [OH:1][C:2]1[CH:10]=[CH:9][C:8]([C:11](=[O:19])[CH2:12][CH2:13][CH2:14][CH2:15][CH2:16][CH2:17][CH3:18])=[CH:7][C:3]=1[C:4]([OH:6])=[O:5].CN(C)C1C=CC=CC=1.Cl[C:30]([O:32][CH2:33][CH3:34])=[O:31], predict the reaction product. The product is: [CH2:33]([O:32][C:30]([O:1][C:2]1[CH:10]=[CH:9][C:8]([C:11](=[O:19])[CH2:12][CH2:13][CH2:14][CH2:15][CH2:16][CH2:17][CH3:18])=[CH:7][C:3]=1[C:4]([OH:6])=[O:5])=[O:31])[CH3:34]. (7) Given the reactants [CH3:1][Si:2]([CH3:30])([CH3:29])[C:3]1[CH:4]=[C:5]([CH:22]=[C:23]([Si:25]([CH3:28])([CH3:27])[CH3:26])[CH:24]=1)[C:6]([NH:8][C:9]1[CH:21]=[CH:20][C:12]([CH:13]=[CH:14][C:15]([O:17][CH2:18][CH3:19])=[O:16])=[CH:11][CH:10]=1)=O.COC1C=CC(P2(SP(C3C=CC(OC)=CC=3)(=S)S2)=[S:40])=CC=1, predict the reaction product. The product is: [CH3:1][Si:2]([CH3:30])([CH3:29])[C:3]1[CH:4]=[C:5]([C:6]([NH:8][C:9]2[CH:21]=[CH:20][C:12]([CH:13]=[CH:14][C:15]([O:17][CH2:18][CH3:19])=[O:16])=[CH:11][CH:10]=2)=[S:40])[CH:22]=[C:23]([Si:25]([CH3:28])([CH3:27])[CH3:26])[CH:24]=1.